Dataset: Full USPTO retrosynthesis dataset with 1.9M reactions from patents (1976-2016). Task: Predict the reactants needed to synthesize the given product. The reactants are: [Cl:1][C:2]1[CH:7]=[CH:6][CH:5]=[C:4]([O:8][CH3:9])[N:3]=1.[Li][C:11](C)(C)C.CCCCC.[C:20]([O:24][CH2:25][CH3:26])(=[O:23])[CH:21]=[O:22]. Given the product [Cl:1][C:2]1[N:3]=[C:4]([O:8][CH3:9])[C:5]([C:21]([OH:22])([CH3:11])[C:20]([O:24][CH2:25][CH3:26])=[O:23])=[CH:6][CH:7]=1, predict the reactants needed to synthesize it.